This data is from Forward reaction prediction with 1.9M reactions from USPTO patents (1976-2016). The task is: Predict the product of the given reaction. The product is: [C:1]([NH:4][C@@H:5]([CH2:42][C:43]1[CH:44]=[CH:45][CH:46]=[CH:47][CH:48]=1)[C:6]([NH:8][C@H:9]([C:34](=[O:41])[NH:35][CH2:36][CH2:37][CH2:38][CH2:39][CH3:40])[CH2:10][C:11]1[CH:16]=[CH:15][CH:14]=[C:13]([N:17]2[CH2:21][C:20](=[O:22])[NH:19][S:18]2(=[O:33])=[O:32])[CH:12]=1)=[O:7])(=[O:3])[CH3:2]. Given the reactants [C:1]([NH:4][C@@H:5]([CH2:42][C:43]1[CH:48]=[CH:47][CH:46]=[CH:45][CH:44]=1)[C:6]([NH:8][C@H:9]([C:34](=[O:41])[NH:35][CH2:36][CH2:37][CH2:38][CH2:39][CH3:40])[CH2:10][C:11]1[CH:16]=[CH:15][CH:14]=[C:13]([N:17]2[CH2:21][C:20](=[O:22])[N:19](CC3C=CC(OC)=CC=3)[S:18]2(=[O:33])=[O:32])[CH:12]=1)=[O:7])(=[O:3])[CH3:2].C([SiH](C)C)(C)(C)C, predict the reaction product.